Dataset: Catalyst prediction with 721,799 reactions and 888 catalyst types from USPTO. Task: Predict which catalyst facilitates the given reaction. (1) Reactant: C(#N)C.[CH3:4][CH:5]([C:7]1[N:11]([CH2:12][CH2:13][C@@H:14]([OH:22])[CH2:15][C@@H:16]([OH:21])[CH2:17][C:18]([O-:20])=[O:19])[C:10]([C:23]2[CH:24]=[CH:25][C:26]([F:29])=[CH:27][CH:28]=2)=[C:9]([C:30]2[CH:31]=[CH:32][CH:33]=[CH:34][CH:35]=2)[C:8]=1[C:36]([NH:38][C:39]1[CH:40]=[CH:41][CH:42]=[CH:43][CH:44]=1)=[O:37])[CH3:6].[CH3:6][CH:5]([C:7]1[N:11]([CH2:12][CH2:13][C@@H:14]([OH:22])[CH2:15][C@@H:16]([OH:21])[CH2:17][C:18]([O-:20])=[O:19])[C:10]([C:23]2[CH:28]=[CH:27][C:26]([F:29])=[CH:25][CH:24]=2)=[C:9]([C:30]2[CH:35]=[CH:34][CH:33]=[CH:32][CH:31]=2)[C:8]=1[C:36]([NH:38][C:39]1[CH:44]=[CH:43][CH:42]=[CH:41][CH:40]=1)=[O:37])[CH3:4].[Ca+2]. Product: [CH3:6][CH:5]([C:7]1[N:11]([CH2:12][CH2:13][C@@H:14]([OH:22])[CH2:15][C@@H:16]([OH:21])[CH2:17][C:18]([OH:20])=[O:19])[C:10]([C:23]2[CH:28]=[CH:27][C:26]([F:29])=[CH:25][CH:24]=2)=[C:9]([C:30]2[CH:35]=[CH:34][CH:33]=[CH:32][CH:31]=2)[C:8]=1[C:36]([NH:38][C:39]1[CH:44]=[CH:43][CH:42]=[CH:41][CH:40]=1)=[O:37])[CH3:4]. The catalyst class is: 30. (2) Reactant: [H-].[Al+3].[Li+].[H-].[H-].[H-].[CH3:7][C:8]1[CH:9]=[C:10]2[C:14](=[CH:15][CH:16]=1)[NH:13][CH:12]=[C:11]2[CH:17]1[CH2:21][C:20](=O)[NH:19][C:18]1=O. Product: [CH3:7][C:8]1[CH:9]=[C:10]2[C:14](=[CH:15][CH:16]=1)[NH:13][CH:12]=[C:11]2[CH:17]1[CH2:21][CH2:20][NH:19][CH2:18]1. The catalyst class is: 1. (3) Reactant: [CH2:1]([C:3]1[CH:4]=[CH:5][C:6]([C:9]2[N:10]([CH2:19]/[CH:20]=[CH:21]/[C:22]([O:24]CC)=[O:23])[C:11](=[O:18])[C:12]([CH:15]([CH3:17])[CH3:16])([CH3:14])[N:13]=2)=[N:7][CH:8]=1)[CH3:2].O1CCCC1.O.[OH-].[Na+]. Product: [CH2:1]([C:3]1[CH:4]=[CH:5][C:6]([C:9]2[N:10]([CH2:19]/[CH:20]=[CH:21]/[C:22]([OH:24])=[O:23])[C:11](=[O:18])[C:12]([CH:15]([CH3:17])[CH3:16])([CH3:14])[N:13]=2)=[N:7][CH:8]=1)[CH3:2]. The catalyst class is: 6. (4) Reactant: C([O:3][C:4]([C:6]1[S:10][C:9]2[CH:11]=[CH:12][CH:13]=[C:14]([N:15]3[CH2:20][CH2:19][N:18](C(OC(C)(C)C)=O)[CH2:17][CH2:16]3)[C:8]=2[CH:7]=1)=[O:5])C.[ClH:28]. Product: [ClH:28].[N:15]1([C:14]2[C:8]3[CH:7]=[C:6]([C:4]([OH:5])=[O:3])[S:10][C:9]=3[CH:11]=[CH:12][CH:13]=2)[CH2:20][CH2:19][NH:18][CH2:17][CH2:16]1. The catalyst class is: 15. (5) Reactant: [F:1][C:2]1[CH:3]=[C:4]([C:9]2([OH:14])[CH2:13][CH2:12][NH:11][CH2:10]2)[CH:5]=[C:6]([F:8])[CH:7]=1.C(=O)([O-])[O-].[K+].[K+].[CH2:21](Br)[CH:22]=[CH2:23].C(O)(=O)C(O)=O. Product: [CH2:23]([N:11]1[CH2:12][CH2:13][C:9]([C:4]2[CH:5]=[C:6]([F:8])[CH:7]=[C:2]([F:1])[CH:3]=2)([OH:14])[CH2:10]1)[CH:22]=[CH2:21]. The catalyst class is: 449. (6) Reactant: [CH3:1][C:2]([C:8]1[CH:13]=[CH:12][CH:11]=[CH:10][CH:9]=1)([CH3:7])[CH2:3][C:4]([OH:6])=O.C(N(CC)CC)C.CC(C)(C)C(Cl)=O.C([Li])CCC.[CH:33]([C@H:36]1[CH2:40][O:39][C:38](=[O:41])[NH:37]1)([CH3:35])[CH3:34].O1CCNC1=O. Product: [CH3:7][C:2]([C:8]1[CH:13]=[CH:12][CH:11]=[CH:10][CH:9]=1)([CH3:1])[CH2:3][C:4]([N:37]1[C@@H:36]([CH:33]([CH3:35])[CH3:34])[CH2:40][O:39][C:38]1=[O:41])=[O:6]. The catalyst class is: 20. (7) Reactant: [CH3:1][C:2](=[CH:6][C:7]1[CH:12]=[CH:11][C:10]([N+:13]([O-])=O)=[CH:9][CH:8]=1)[C:3]([OH:5])=[O:4].[H][H]. Product: [NH2:13][C:10]1[CH:9]=[CH:8][C:7]([CH2:6][CH:2]([CH3:1])[C:3]([OH:5])=[O:4])=[CH:12][CH:11]=1. The catalyst class is: 78. (8) Reactant: [I:1][C:2]1[CH:10]=[CH:9][C:5]([C:6](O)=[O:7])=[CH:4][CH:3]=1.[C:11](Cl)(=[O:15])C(Cl)=O.[NH3:17].C(Cl)Cl. Product: [I:1][C:2]1[CH:10]=[CH:9][C:5]([C:6]([N:17]=[C:11]=[O:15])=[O:7])=[CH:4][CH:3]=1. The catalyst class is: 1. (9) Reactant: [CH3:1][O:2][C:3]([C:5]1[C:6]([CH3:17])=[C:7]2[C:12](Cl)=[C:11]([C:14]#[N:15])[CH:10]=[N:9][N:8]2[CH:16]=1)=[O:4].[C:18]([O:22][C:23](=[O:42])[C:24]([O:27][C:28]1[CH:33]=[CH:32][CH:31]=[CH:30][C:29]=1[O:34][C:35]1[CH:40]=[CH:39][C:38]([NH2:41])=[CH:37][CH:36]=1)([CH3:26])[CH3:25])([CH3:21])([CH3:20])[CH3:19].C([O-])([O-])=O.[K+].[K+]. Product: [CH3:1][O:2][C:3]([C:5]1[C:6]([CH3:17])=[C:7]2[C:12]([NH:41][C:38]3[CH:39]=[CH:40][C:35]([O:34][C:29]4[CH:30]=[CH:31][CH:32]=[CH:33][C:28]=4[O:27][C:24]([C:23]([O:22][C:18]([CH3:21])([CH3:20])[CH3:19])=[O:42])([CH3:26])[CH3:25])=[CH:36][CH:37]=3)=[C:11]([C:14]#[N:15])[CH:10]=[N:9][N:8]2[CH:16]=1)=[O:4]. The catalyst class is: 3.